This data is from Full USPTO retrosynthesis dataset with 1.9M reactions from patents (1976-2016). The task is: Predict the reactants needed to synthesize the given product. (1) Given the product [C:2]1(=[O:1])[C:6]2[CH:7]=[C:8]3[C:9](=[CH:10][C:5]=2[CH2:4][O:3]1)[CH2:11][C:12](=[O:14])[CH2:21][CH2:19]3, predict the reactants needed to synthesize it. The reactants are: [O:1]=[C:2]1[C:6]2[CH:7]=[CH:8][C:9]([CH2:11][C:12]([O:14]C(C)(C)C)=O)=[CH:10][C:5]=2[CH2:4][O:3]1.[C:19](O)([C:21](F)(F)F)=O.C(Cl)(=O)C(Cl)=O.[Cl-].[Al+3].[Cl-].[Cl-]. (2) The reactants are: [N+:1]([C:4]1[CH:5]=[C:6]2[C:10](=[CH:11][CH:12]=1)[NH:9][CH:8]=[CH:7]2)([O-:3])=[O:2].C([O-])([O-])=O.[K+].[K+].Br[CH2:20][C:21]([O:23][CH3:24])=[O:22]. Given the product [N+:1]([C:4]1[CH:5]=[C:6]2[C:10](=[CH:11][CH:12]=1)[N:9]([CH2:20][C:21]([O:23][CH3:24])=[O:22])[CH:8]=[CH:7]2)([O-:3])=[O:2], predict the reactants needed to synthesize it. (3) Given the product [CH2:17]([N:19]([CH2:24][CH3:25])[C:20](=[O:23])[CH2:21][O:1][C:2]1[CH:3]=[CH:4][CH:5]=[C:6]2[C:10]=1[NH:9][CH:8]=[CH:7]2)[CH3:18], predict the reactants needed to synthesize it. The reactants are: [OH:1][C:2]1[CH:3]=[CH:4][CH:5]=[C:6]2[C:10]=1[NH:9][CH:8]=[CH:7]2.C(=O)([O-])[O-].[K+].[K+].[CH2:17]([N:19]([CH2:24][CH3:25])[C:20](=[O:23])[CH2:21]Cl)[CH3:18].[I-].[K+]. (4) Given the product [NH2:24][CH:21]1[CH2:22][CH2:23][CH:19]([C:10]2[C:9]3[C:13](=[C:14]([C:16]([NH2:18])=[O:17])[CH:15]=[C:7]([C:1]4[CH:6]=[CH:5][CH:4]=[CH:3][CH:2]=4)[CH:8]=3)[NH:12][CH:11]=2)[CH2:20]1, predict the reactants needed to synthesize it. The reactants are: [C:1]1([C:7]2[CH:8]=[C:9]3[C:13](=[C:14]([C:16]([NH2:18])=[O:17])[CH:15]=2)[NH:12][CH:11]=[C:10]3[CH:19]2[CH2:23][CH2:22][CH:21]([NH:24]CC3C=CC=CC=3)[CH2:20]2)[CH:6]=[CH:5][CH:4]=[CH:3][CH:2]=1.C([O-])=O.[NH4+]. (5) Given the product [NH:24]1[C:32]2=[N:31][CH:30]=[CH:29][CH:28]=[C:27]2[C:26]([CH:33]=[C:15]2[O:14][C:13]([N:9]3[CH2:8][CH2:7][C:6]4[C:11](=[CH:12][C:3]([O:2][CH3:1])=[CH:4][CH:5]=4)[CH2:10]3)=[C:17]([C:18]([O:20][CH2:21][CH3:22])=[O:19])[C:16]2=[O:23])=[CH:25]1, predict the reactants needed to synthesize it. The reactants are: [CH3:1][O:2][C:3]1[CH:12]=[C:11]2[C:6]([CH2:7][CH2:8][N:9]([C:13]3[O:14][CH2:15][C:16](=[O:23])[C:17]=3[C:18]([O:20][CH2:21][CH3:22])=[O:19])[CH2:10]2)=[CH:5][CH:4]=1.[NH:24]1[C:32]2[C:27](=[CH:28][CH:29]=[CH:30][N:31]=2)[C:26]([CH:33]=O)=[CH:25]1. (6) Given the product [CH3:104][O:103][C:102](=[O:105])[NH:101][C@@H:97]([CH:98]([CH3:100])[CH3:99])[C:96]([N:92]1[CH2:93][CH2:94][CH2:95][C@H:91]1[C:89]1[NH:88][C:87]2[CH:107]=[C:83]([C:80]3[CH:79]=[CH:78][C:77]4[C:76]5[C:71](=[CH:72][C:73]([C:108]6[NH:112][C:111]([C@@H:113]7[CH2:117][CH2:116][CH2:115][N:114]7[C:48](=[O:61])[C@H:49]([NH:56][C:57]([O:59][CH3:60])=[O:58])[C:50]7[CH:55]=[CH:54][CH:53]=[CH:52][CH:51]=7)=[N:110][CH:109]=6)=[CH:74][CH:75]=5)[C:70]([F:69])([F:118])[C:82]=4[CH:81]=3)[CH:84]=[CH:85][C:86]=2[N:90]=1)=[O:106], predict the reactants needed to synthesize it. The reactants are: COC(=O)N[C@@H](C(C)C)C(N1[C@H](C2NC(C3C=CC(C4C=CC5C(=CC=C(C6NC([C@@H]7CCCN7[C:48](=[O:61])[C@H:49]([NH:56][C:57]([O:59][CH3:60])=[O:58])[C:50]7[CH:55]=[CH:54][CH:53]=[CH:52][CH:51]=7)=NC=6)C=5)C=4)=CC=3)=CN=2)CC2(OCCO2)C1)=O.Cl.Cl.Cl.[F:69][C:70]1([F:118])[C:82]2[CH:81]=[C:80]([C:83]3[CH:84]=[CH:85][C:86]4[N:90]=[C:89]([C@@H:91]5[CH2:95][CH2:94][CH2:93][N:92]5[C:96](=[O:106])[C@@H:97]([NH:101][C:102](=[O:105])[O:103][CH3:104])[CH:98]([CH3:100])[CH3:99])[NH:88][C:87]=4[CH:107]=3)[CH:79]=[CH:78][C:77]=2[C:76]2[C:71]1=[CH:72][C:73]([C:108]1[NH:112][C:111]([C@@H:113]3[CH2:117][CH2:116][CH2:115][NH:114]3)=[N:110][CH:109]=1)=[CH:74][CH:75]=2. (7) Given the product [OH:42][C:2]1[CH:3]=[C:4]([N:11]2[C:15]3=[N:16][CH:17]=[CH:18][CH:19]=[C:14]3[C:13]([C:20]([NH:22][C:23]([NH2:25])=[NH:24])=[O:21])=[CH:12]2)[C:5]2[C:10](=[CH:9][CH:8]=[CH:7][CH:6]=2)[N:1]=1, predict the reactants needed to synthesize it. The reactants are: [N:1]1[C:10]2[C:5](=[CH:6][CH:7]=[CH:8][CH:9]=2)[C:4]([N:11]2[C:15]3=[N:16][CH:17]=[CH:18][CH:19]=[C:14]3[C:13]([C:20]([NH:22][C:23]([NH2:25])=[NH:24])=[O:21])=[CH:12]2)=[CH:3][CH:2]=1.[Mg+2].[Cl-].[Cl-].C1N=C(N)C2N=CN([C@@H]3[O:42][C@H](COP(OP(OC[C@H]4O[C@@H](N5C=C(C(N)=O)CC=C5)[C@H](O)[C@@H]4O)(O)=O)(O)=O)[C@@H](O)[C@H]3OP(O)(O)=O)C=2N=1.C1C(=O)NC(=O)N([C@@H]2O[C@H](COP(OP(O[C@H]3O[C@H](C(O)=O)[C@@H](O)[C@H](O)[C@H]3O)(O)=O)(O)=O)[C@@H](O)[C@H]2O)C=1. (8) Given the product [O:32]=[C:31]([N:9]1[CH2:10][CH2:11][CH:7]([C:1]2[CH:6]=[CH:5][CH:4]=[CH:3][CH:2]=2)[CH2:8]1)[CH2:30][N:14]1[CH2:15][CH2:16][C:17]([C:18]2[CH:23]=[CH:22][CH:21]=[CH:20][CH:19]=2)([C:24]2[CH:25]=[CH:26][CH:27]=[CH:28][CH:29]=2)[C:13]1=[O:12], predict the reactants needed to synthesize it. The reactants are: [C:1]1([CH:7]2[CH2:11][CH2:10][NH:9][CH2:8]2)[CH:6]=[CH:5][CH:4]=[CH:3][CH:2]=1.[O:12]=[C:13]1[C:17]([C:24]2[CH:29]=[CH:28][CH:27]=[CH:26][CH:25]=2)([C:18]2[CH:23]=[CH:22][CH:21]=[CH:20][CH:19]=2)[CH2:16][CH2:15][N:14]1[CH2:30][C:31](O)=[O:32].Cl.C(N=C=NCCCN(C)C)C. (9) Given the product [F:1][C:2]1[CH:7]=[CH:6][CH:5]=[CH:4][C:3]=1[C@:8]12[CH2:9][O:10][C@H:11]([C:15]([F:16])([F:17])[F:18])[C@H:12]1[CH2:13][S:21][C:20]([NH:22][C:23](=[O:30])[C:24]1[CH:29]=[CH:28][CH:27]=[CH:26][CH:25]=1)=[N:19]2, predict the reactants needed to synthesize it. The reactants are: [F:1][C:2]1[CH:7]=[CH:6][CH:5]=[CH:4][C:3]=1[C@@:8]1([NH:19][C:20]([NH:22][C:23](=[O:30])[C:24]2[CH:29]=[CH:28][CH:27]=[CH:26][CH:25]=2)=[S:21])[C@H:12]([CH2:13]O)[C@@H:11]([C:15]([F:18])([F:17])[F:16])[O:10][CH2:9]1.N1C=CC=CC=1.FC(F)(F)S(OS(C(F)(F)F)(=O)=O)(=O)=O.[NH4+].[Cl-]. (10) Given the product [F:1][C:2]1[CH:3]=[CH:4][C:5]([C:8]2([OH:30])[C:17]3=[N:32][NH:33][C:19](=[O:20])[C:15]4[CH:14]=[CH:13][CH:12]=[C:11]([C:16]=43)[NH:10][CH:9]2[C:24]2[N:25]([CH3:29])[CH:26]=[CH:27][N:28]=2)=[CH:6][CH:7]=1, predict the reactants needed to synthesize it. The reactants are: [F:1][C:2]1[CH:7]=[CH:6][C:5]([C:8]2([OH:30])[C:17](=O)[C:16]3[C:15]([C:19](OCC)=[O:20])=[CH:14][CH:13]=[CH:12][C:11]=3[NH:10][CH:9]2[C:24]2[N:25]([CH3:29])[CH:26]=[CH:27][N:28]=2)=[CH:4][CH:3]=1.O.[NH2:32][NH2:33].